From a dataset of Full USPTO retrosynthesis dataset with 1.9M reactions from patents (1976-2016). Predict the reactants needed to synthesize the given product. Given the product [C:23]([NH:26][C:27]1[CH:32]=[C:31]([C:2]2[CH:7]=[CH:6][CH:5]=[C:4]([S:8]([NH:11][C:12]3[CH:21]=[CH:20][C:15]([C:16]([O:18][CH3:19])=[O:17])=[C:14]([OH:22])[CH:13]=3)(=[O:10])=[O:9])[CH:3]=2)[CH:30]=[CH:29][CH:28]=1)(=[O:25])[CH3:24], predict the reactants needed to synthesize it. The reactants are: Br[C:2]1[CH:3]=[C:4]([S:8]([NH:11][C:12]2[CH:21]=[CH:20][C:15]([C:16]([O:18][CH3:19])=[O:17])=[C:14]([OH:22])[CH:13]=2)(=[O:10])=[O:9])[CH:5]=[CH:6][CH:7]=1.[C:23]([NH:26][C:27]1[CH:28]=[C:29](B(O)O)[CH:30]=[CH:31][CH:32]=1)(=[O:25])[CH3:24].